This data is from Full USPTO retrosynthesis dataset with 1.9M reactions from patents (1976-2016). The task is: Predict the reactants needed to synthesize the given product. Given the product [C:1]([C:3](=[CH2:15])[C:4]([O:6][CH:7]([CH2:9][CH2:10][CH2:11][CH2:12][CH2:13][CH3:14])[CH3:8])=[O:5])#[N:2], predict the reactants needed to synthesize it. The reactants are: [C:1]([CH2:3][C:4]([O:6][CH:7]([CH2:9][CH2:10][CH2:11][CH2:12][CH2:13][CH3:14])[CH3:8])=[O:5])#[N:2].[CH2:15]=O.